Regression. Given a peptide amino acid sequence and an MHC pseudo amino acid sequence, predict their binding affinity value. This is MHC class II binding data. From a dataset of Peptide-MHC class II binding affinity with 134,281 pairs from IEDB. (1) The peptide sequence is TPTSLLISWRHPHFP. The MHC is DRB1_0301 with pseudo-sequence DRB1_0301. The binding affinity (normalized) is 0.625. (2) The peptide sequence is ILTVSVAVSEGKPTE. The MHC is HLA-DPA10201-DPB10101 with pseudo-sequence HLA-DPA10201-DPB10101. The binding affinity (normalized) is 0.209. (3) The peptide sequence is AFKVAATLANAAPAN. The MHC is DRB1_0901 with pseudo-sequence DRB1_0901. The binding affinity (normalized) is 0.740. (4) The peptide sequence is DSEEPLQGPFNFRFL. The MHC is DRB5_0101 with pseudo-sequence DRB5_0101. The binding affinity (normalized) is 0.371. (5) The peptide sequence is ISTNIRQAGVQYSR. The MHC is DRB1_0701 with pseudo-sequence DRB1_0701. The binding affinity (normalized) is 0. (6) The peptide sequence is AFILDGDNLVPKV. The MHC is DRB3_0101 with pseudo-sequence DRB3_0101. The binding affinity (normalized) is 0.762.